From a dataset of Peptide-MHC class I binding affinity with 185,985 pairs from IEDB/IMGT. Regression. Given a peptide amino acid sequence and an MHC pseudo amino acid sequence, predict their binding affinity value. This is MHC class I binding data. (1) The peptide sequence is LTDRELLLL. The MHC is HLA-B39:01 with pseudo-sequence HLA-B39:01. The binding affinity (normalized) is 0.0847. (2) The binding affinity (normalized) is 0.773. The peptide sequence is LMSEETIDF. The MHC is HLA-B15:03 with pseudo-sequence HLA-B15:03. (3) The peptide sequence is STKNILVTV. The MHC is HLA-A69:01 with pseudo-sequence HLA-A69:01. The binding affinity (normalized) is 0.620. (4) The peptide sequence is QLMCQPILLL. The MHC is HLA-A02:02 with pseudo-sequence HLA-A02:02. The binding affinity (normalized) is 0.582. (5) The peptide sequence is FGSGWTWVV. The MHC is HLA-B07:02 with pseudo-sequence HLA-B07:02. The binding affinity (normalized) is 0.0847. (6) The peptide sequence is DWMERIEDF. The MHC is HLA-B39:01 with pseudo-sequence HLA-B39:01. The binding affinity (normalized) is 0.0847.